From a dataset of Reaction yield outcomes from USPTO patents with 853,638 reactions. Predict the reaction yield, written as a fraction of the theoretical maximum amount of product (1.0 means a 100% yield; for example, 0.34 means a 34% yield). (1) The reactants are [F:1][C:2]1[CH:7]=[C:6]([F:8])[CH:5]=[CH:4][C:3]=1[C:9]([OH:32])([CH2:26][N:27]1[CH:31]=[N:30][N:29]=[N:28]1)[C:10]([C:13]1[N:18]=[CH:17][C:16](/[CH:19]=[CH:20]/[C:21]([O:23][CH2:24][CH3:25])=[O:22])=[CH:15][CH:14]=1)([F:12])[F:11]. The catalyst is C(O)C.[Pd]. The product is [F:1][C:2]1[CH:7]=[C:6]([F:8])[CH:5]=[CH:4][C:3]=1[C:9]([OH:32])([CH2:26][N:27]1[CH:31]=[N:30][N:29]=[N:28]1)[C:10]([C:13]1[N:18]=[CH:17][C:16]([CH2:19][CH2:20][C:21]([O:23][CH2:24][CH3:25])=[O:22])=[CH:15][CH:14]=1)([F:11])[F:12]. The yield is 0.500. (2) The reactants are [Cl:1][C:2]1[CH:7]=[C:6]([Cl:8])[CH:5]=[C:4]([Cl:9])[C:3]=1[CH2:10][CH2:11][C:12](=O)[CH3:13].C([O-])(=O)C.[NH4+].C([BH3-])#[N:21].[Na+].C(OCC)(=O)C. The catalyst is CO.CCCCCC. The product is [CH3:13][CH:12]([NH2:21])[CH2:11][CH2:10][C:3]1[C:2]([Cl:1])=[CH:7][C:6]([Cl:8])=[CH:5][C:4]=1[Cl:9]. The yield is 0.700. (3) The reactants are Cl.[CH2:2]([O:9][C:10]1[CH:15]=[CH:14][C:13]([NH:16][C:17]2[C:26]3[C:21](=[CH:22][CH:23]=[C:24]([C:27]4[O:31][C:30]([CH:32]=O)=[CH:29][CH:28]=4)[CH:25]=3)[N:20]=[CH:19][N:18]=2)=[CH:12][CH:11]=1)[C:3]1[CH:8]=[CH:7][CH:6]=[CH:5][CH:4]=1.[CH3:34][NH:35][CH2:36][CH2:37][S:38]([CH3:41])(=[O:40])=[O:39]. No catalyst specified. The product is [CH2:2]([O:9][C:10]1[CH:11]=[CH:12][C:13]([NH:16][C:17]2[C:26]3[C:21](=[CH:22][CH:23]=[C:24]([C:27]4[O:31][C:30]([CH2:32][N:35]([CH2:36][CH2:37][S:38]([CH3:41])(=[O:40])=[O:39])[CH3:34])=[CH:29][CH:28]=4)[CH:25]=3)[N:20]=[CH:19][N:18]=2)=[CH:14][CH:15]=1)[C:3]1[CH:4]=[CH:5][CH:6]=[CH:7][CH:8]=1. The yield is 0.390. (4) The reactants are [F:1][CH:2]([F:19])[O:3][C:4]1[CH:9]=[CH:8][C:7]([C:10]#[C:11][C:12]2[CH:13]=[C:14]([OH:18])[CH:15]=[CH:16][CH:17]=2)=[CH:6][CH:5]=1.C(=O)([O-])[O-].[K+].[K+].[I-].[Na+].Br[CH2:29][CH2:30][CH:31]=[C:32]([F:34])[F:33]. The catalyst is CCCCCCCC[N+](CCCCCCCC)(CCCCCCCC)C.[Cl-].C(C(C)=O)C.ClCCl. The product is [F:33][C:32]([F:34])=[CH:31][CH2:30][CH2:29][O:18][C:14]1[CH:15]=[CH:16][CH:17]=[C:12]([C:11]#[C:10][C:7]2[CH:6]=[CH:5][C:4]([O:3][CH:2]([F:19])[F:1])=[CH:9][CH:8]=2)[CH:13]=1. The yield is 0.462. (5) The reactants are [CH2:1]([O:3][C:4]1[CH:5]=[C:6]2[C:11](=[CH:12][CH:13]=1)[N:10]=[C:9]([NH:14][CH2:15][CH3:16])[C:8]([CH:17]=[O:18])=[CH:7]2)[CH3:2].[BH4-].[Na+]. The catalyst is C1COCC1. The product is [CH2:1]([O:3][C:4]1[CH:5]=[C:6]2[C:11](=[CH:12][CH:13]=1)[N:10]=[C:9]([NH:14][CH2:15][CH3:16])[C:8]([CH2:17][OH:18])=[CH:7]2)[CH3:2]. The yield is 0.790.